From a dataset of Reaction yield outcomes from USPTO patents with 853,638 reactions. Predict the reaction yield, written as a fraction of the theoretical maximum amount of product (1.0 means a 100% yield; for example, 0.34 means a 34% yield). (1) The reactants are C[O:2][C:3](=[O:22])[C:4]1[C:9]([N+:10]([O-:12])=[O:11])=[CH:8][CH:7]=[CH:6][C:5]=1[CH2:13][NH:14][C:15]([O:17][C:18]([CH3:21])([CH3:20])[CH3:19])=[O:16].CCOCC. The catalyst is CO.O. The product is [C:18]([O:17][C:15]([NH:14][CH2:13][C:5]1[CH:6]=[CH:7][CH:8]=[C:9]([N+:10]([O-:12])=[O:11])[C:4]=1[C:3]([OH:22])=[O:2])=[O:16])([CH3:21])([CH3:19])[CH3:20]. The yield is 0.600. (2) The product is [C:11]([C:9]1[CH:8]=[C:7]([C:15]2[S:16][C:17]([CH2:20][CH2:21][C:22]3[CH:23]=[CH:24][C:25]([NH2:28])=[CH:26][CH:27]=3)=[N:18][N:19]=2)[CH:6]=[C:5]([C:1]([CH3:4])([CH3:3])[CH3:2])[CH:10]=1)([CH3:12])([CH3:13])[CH3:14]. The catalyst is C(OCC)(=O)C. The reactants are [C:1]([C:5]1[CH:6]=[C:7]([C:15]2[S:16][C:17]([CH2:20][CH2:21][C:22]3[CH:27]=[CH:26][C:25]([N+:28]([O-])=O)=[CH:24][CH:23]=3)=[N:18][N:19]=2)[CH:8]=[C:9]([C:11]([CH3:14])([CH3:13])[CH3:12])[CH:10]=1)([CH3:4])([CH3:3])[CH3:2].O.C(=O)([O-])O. The yield is 0.840. (3) The reactants are [NH2:1][C:2]1[CH:3]=[C:4]2[C:8](=[CH:9][CH:10]=1)[CH2:7]N(C(OC(C)(C)C)=O)[CH2:5]2.[CH2:18]([O:20][C:21]([C@@H:23]1[CH2:25][C@H:24]1[C:26]([OH:28])=O)=[O:22])[CH3:19].C[CH2:30][N:31]=C=NCCCN(C)C.Cl. The catalyst is CN(C1C=CN=CC=1)C.ClCCl. The product is [NH2:31][CH:30]1[CH2:5][C:4]2[C:8](=[CH:9][CH:10]=[C:2]([NH:1][C:26]([C@@H:24]3[CH2:25][C@H:23]3[C:21]([O:20][CH2:18][CH3:19])=[O:22])=[O:28])[CH:3]=2)[CH2:7]1. The yield is 0.810. (4) The reactants are [C:1]([O:5][C:6]([CH3:9])([CH3:8])[CH3:7])(=[O:4])[NH:2][NH2:3].[C:10]([O:14][CH2:15][CH3:16])(=[O:13])[CH:11]=O.C1(C)C=CC=CC=1.C(OCC)(=O)C. The catalyst is C1COCC1. The product is [C:6]([O:5][C:1]([NH:2]/[N:3]=[CH:11]/[C:10]([O:14][CH2:15][CH3:16])=[O:13])=[O:4])([CH3:9])([CH3:8])[CH3:7]. The yield is 0.800. (5) The reactants are [N+:26]([C:17]1[CH:18]=[C:19]([CH:24]=[CH:25][C:16]=1[S:15][S:15][C:16]1[CH:25]=[CH:24][C:19]([C:20]([O:22][CH3:23])=[O:21])=[CH:18][C:17]=1[N+:26]([O-])=O)[C:20]([O:22][CH3:23])=[O:21])([O-])=O.[Sn].Cl.[CH2:31](O)C. The catalyst is C(O)=O.O.[Zn]. The product is [S:15]1[C:16]2[CH:25]=[CH:24][C:19]([C:20]([O:22][CH3:23])=[O:21])=[CH:18][C:17]=2[N:26]=[CH:31]1. The yield is 0.970. (6) The reactants are [C:1]1(=[O:11])[O:6][C:4](=O)[C:3]2=[CH:7][CH:8]=[CH:9][CH:10]=[C:2]12.[NH2:12][CH2:13][CH2:14][CH2:15][CH2:16][OH:17].[Cl-].[Na+]. The catalyst is C1(C)C=CC=CC=1. The product is [OH:17][CH2:16][CH2:15][CH2:14][CH2:13][N:12]1[C:1](=[O:11])[C:2]2[C:3](=[CH:7][CH:8]=[CH:9][CH:10]=2)[C:4]1=[O:6]. The yield is 0.407. (7) The reactants are [F:1][C:2]1[CH:3]=[CH:4][C:5]([CH3:19])=[C:6]([C:8]2[CH:17]=[C:16]3[C:11]([CH:12]=[C:13]([NH2:18])[N:14]=[CH:15]3)=[CH:10][CH:9]=2)[CH:7]=1.[O:20]1[CH2:25][CH2:24][CH:23]([C:26](O)=[O:27])[CH2:22][CH2:21]1.C(N(CC)C(C)C)(C)C.F[P-](F)(F)(F)(F)F.N1(OC(N(C)C)=[N+](C)C)C2N=CC=CC=2N=N1. The catalyst is ClCCl.O. The product is [F:1][C:2]1[CH:3]=[CH:4][C:5]([CH3:19])=[C:6]([C:8]2[CH:17]=[C:16]3[C:11]([CH:12]=[C:13]([NH:18][C:26]([CH:23]4[CH2:24][CH2:25][O:20][CH2:21][CH2:22]4)=[O:27])[N:14]=[CH:15]3)=[CH:10][CH:9]=2)[CH:7]=1. The yield is 0.210. (8) The reactants are [Br:1][C:2]1[CH:3]=[CH:4][C:5]2[N:6]([CH2:16][CH2:17][CH2:18][N:19]([C:32]3[CH:37]=[CH:36][CH:35]=[CH:34][CH:33]=3)S(C3C=CC=CC=3[N+]([O-])=O)(=O)=O)[C:7]3[C:12]([C:13]=2[CH:14]=1)=[CH:11][C:10]([Br:15])=[CH:9][CH:8]=3.C(=O)([O-])[O-].[Cs+].[Cs+].C1(S)C=CC=CC=1. The catalyst is C1COCC1. The product is [Br:1][C:2]1[CH:3]=[CH:4][C:5]2[N:6]([CH2:16][CH2:17][CH2:18][NH:19][C:32]3[CH:33]=[CH:34][CH:35]=[CH:36][CH:37]=3)[C:7]3[C:12]([C:13]=2[CH:14]=1)=[CH:11][C:10]([Br:15])=[CH:9][CH:8]=3. The yield is 0.609.